From a dataset of Full USPTO retrosynthesis dataset with 1.9M reactions from patents (1976-2016). Predict the reactants needed to synthesize the given product. (1) Given the product [F:13][C:14]1[CH:19]=[CH:18][CH:17]=[CH:16][C:15]=1[C:2]1[CH:7]=[C:6]([C:32]2[CH:31]=[CH:17][CH:16]=[CH:15][C:14]=2[F:13])[C:5]([O:9][CH3:10])=[CH:4][C:3]=1[O:11][CH3:12], predict the reactants needed to synthesize it. The reactants are: Br[C:2]1[CH:7]=[C:6](Br)[C:5]([O:9][CH3:10])=[CH:4][C:3]=1[O:11][CH3:12].[F:13][C:14]1[CH:19]=[CH:18][CH:17]=[CH:16][C:15]=1B(O)O.C([O-])([O-])=O.[Na+].[Na+].CO[CH2:31][CH2:32]OC. (2) The reactants are: [Br:1][C:2]1[CH:7]=[CH:6][C:5]([C:8]2[O:9][CH:10]=[C:11]([CH2:13]Cl)[N:12]=2)=[CH:4][CH:3]=1.[CH3:15][CH:16]1[CH2:21][CH2:20][CH2:19][CH2:18][NH:17]1. Given the product [Br:1][C:2]1[CH:7]=[CH:6][C:5]([C:8]2[O:9][CH:10]=[C:11]([CH2:13][N:17]3[CH2:18][CH2:19][CH2:20][CH2:21][CH:16]3[CH3:15])[N:12]=2)=[CH:4][CH:3]=1, predict the reactants needed to synthesize it. (3) Given the product [Br:1][C:2]1[CH:3]=[CH:4][C:5]2[NH:11][CH2:10][CH2:9][NH:8][CH2:7][C:6]=2[CH:14]=1, predict the reactants needed to synthesize it. The reactants are: [Br:1][C:2]1[CH:3]=[CH:4][C:5]2[NH:11][C:10](=O)[CH2:9][NH:8][C:7](=O)[C:6]=2[CH:14]=1.C1COCC1.[H-].[Al+3].[Li+].[H-].[H-].[H-].[OH-].[Na+]. (4) Given the product [Cl:18][C:19]1[CH:27]=[CH:26][C:22]([C:23]([C:6]2[S:5][C:9]3[NH:10][C:11]([C:13]([O:15][CH2:16][CH3:17])=[O:14])=[CH:12][C:8]=3[CH:7]=2)=[O:24])=[CH:21][CH:20]=1, predict the reactants needed to synthesize it. The reactants are: [Cl-].[Al+3].[Cl-].[Cl-].[S:5]1[C:9]2[NH:10][C:11]([C:13]([O:15][CH2:16][CH3:17])=[O:14])=[CH:12][C:8]=2[CH:7]=[CH:6]1.[Cl:18][C:19]1[CH:27]=[CH:26][C:22]([C:23](Cl)=[O:24])=[CH:21][CH:20]=1. (5) Given the product [Cl:21][C:20]([Cl:24])=[CH:41][C:34]1([CH3:43])[CH2:33][CH2:32][C:31]2[C:36](=[C:37]([CH3:40])[C:38]([CH3:39])=[C:29]([O:28][CH2:27][O:26][CH3:25])[C:30]=2[CH3:44])[O:35]1, predict the reactants needed to synthesize it. The reactants are: C1(P(C2C=CC=CC=2)C2C=CC=CC=2)C=CC=CC=1.[C:20]([Cl:24])(Cl)(Cl)[Cl:21].[CH3:25][O:26][CH2:27][O:28][C:29]1[C:30]([CH3:44])=[C:31]2[C:36](=[C:37]([CH3:40])[C:38]=1[CH3:39])[O:35][C:34]([CH3:43])([CH:41]=O)[CH2:33][CH2:32]2. (6) Given the product [CH3:1][C:2]1([CH3:35])[C:14]2[NH:13][C:12]3[CH:11]=[C:10]([C:15]#[N:17])[CH:9]=[CH:8][C:7]=3[C:6]=2[C:5](=[O:18])[C:4]2[CH:19]=[N:20][C:21]([N:23]3[CH2:24][CH2:25][CH:26]([N:29]4[CH2:30][CH2:31][O:32][CH2:33][CH2:34]4)[CH2:27][CH2:28]3)=[CH:22][C:3]1=2, predict the reactants needed to synthesize it. The reactants are: [CH3:1][C:2]1([CH3:35])[C:14]2[NH:13][C:12]3[CH:11]=[C:10]([C:15]([NH2:17])=O)[CH:9]=[CH:8][C:7]=3[C:6]=2[C:5](=[O:18])[C:4]2[CH:19]=[N:20][C:21]([N:23]3[CH2:28][CH2:27][CH:26]([N:29]4[CH2:34][CH2:33][O:32][CH2:31][CH2:30]4)[CH2:25][CH2:24]3)=[CH:22][C:3]1=2.S(Cl)(Cl)=O.